This data is from Forward reaction prediction with 1.9M reactions from USPTO patents (1976-2016). The task is: Predict the product of the given reaction. (1) Given the reactants [F:1][C:2]([F:19])([C:8]1[CH:13]=[CH:12][C:11]([O:14][CH:15]([CH3:17])[CH3:16])=[C:10]([CH3:18])[CH:9]=1)[C:3]([O:5]CC)=[O:4].O.[OH-].[Li+], predict the reaction product. The product is: [F:1][C:2]([F:19])([C:8]1[CH:13]=[CH:12][C:11]([O:14][CH:15]([CH3:16])[CH3:17])=[C:10]([CH3:18])[CH:9]=1)[C:3]([OH:5])=[O:4]. (2) Given the reactants [Cl:1][C:2]1[C:3]([OH:40])=[C:4]([S:9]([N:12]([CH2:26][C:27]2[CH:32]=[CH:31][C:30]([C:33]3[CH:38]=[CH:37][C:36]([F:39])=[CH:35][CH:34]=3)=[CH:29][CH:28]=2)[CH2:13][C:14]2[CH:19]=[CH:18][CH:17]=[C:16]([CH2:20][NH:21][CH2:22][CH:23]([CH3:25])[CH3:24])[CH:15]=2)(=[O:11])=[O:10])[CH:5]=[C:6]([Cl:8])[CH:7]=1.CCN(C(C)C)C(C)C.[N:50]1([C:56]2[CH:64]=[CH:63][C:59]([C:60]([OH:62])=O)=[CH:58][N:57]=2)[CH2:55][CH2:54][CH2:53][CH2:52][CH2:51]1.CCN=C=NCCCN(C)C.C1C=CC2N(O)N=NC=2C=1, predict the reaction product. The product is: [Cl:1][C:2]1[C:3]([OH:40])=[C:4]([S:9]([N:12]([CH2:13][C:14]2[CH:15]=[C:16]([CH:17]=[CH:18][CH:19]=2)[CH2:20][N:21]([CH2:22][CH:23]([CH3:25])[CH3:24])[C:60](=[O:62])[C:59]2[CH:63]=[CH:64][C:56]([N:50]3[CH2:51][CH2:52][CH2:53][CH2:54][CH2:55]3)=[N:57][CH:58]=2)[CH2:26][C:27]2[CH:28]=[CH:29][C:30]([C:33]3[CH:34]=[CH:35][C:36]([F:39])=[CH:37][CH:38]=3)=[CH:31][CH:32]=2)(=[O:11])=[O:10])[CH:5]=[C:6]([Cl:8])[CH:7]=1. (3) Given the reactants Cl.[NH2:2][C:3]12[CH2:11][CH2:10][CH:7]([CH2:8][CH2:9]1)[CH2:6][N:5]1[C:12](=[O:30])[C:13]([O:21][C:22]([C:24]3[CH:29]=[CH:28][CH:27]=[CH:26][CH:25]=3)=[O:23])=[C:14]([C:16]([O:18][CH2:19][CH3:20])=[O:17])[N:15]=[C:4]21.C(N([CH2:36][CH3:37])CC)C.[CH:38](=O)[C:39]1[CH:44]=[CH:43][CH:42]=[CH:41][CH:40]=1.CC(O)=O.[BH3-]C#N.[Na+].C(=O)C, predict the reaction product. The product is: [CH2:38]([N:2]([CH2:36][CH3:37])[C:3]12[CH2:11][CH2:10][CH:7]([CH2:8][CH2:9]1)[CH2:6][N:5]1[C:12](=[O:30])[C:13]([O:21][C:22]([C:24]3[CH:25]=[CH:26][CH:27]=[CH:28][CH:29]=3)=[O:23])=[C:14]([C:16]([O:18][CH2:19][CH3:20])=[O:17])[N:15]=[C:4]21)[C:39]1[CH:44]=[CH:43][CH:42]=[CH:41][CH:40]=1. (4) Given the reactants [NH2:1][C:2]([CH3:14])([CH3:13])[CH2:3][O:4][C:5]1[CH:12]=[CH:11][C:8]([C:9]#[N:10])=[CH:7][CH:6]=1.[C:15](O[C:15]([O:17][C:18]([CH3:21])([CH3:20])[CH3:19])=[O:16])([O:17][C:18]([CH3:21])([CH3:20])[CH3:19])=[O:16].O, predict the reaction product. The product is: [C:18]([O:17][C:15](=[O:16])[NH:1][C:2]([CH3:14])([CH3:13])[CH2:3][O:4][C:5]1[CH:12]=[CH:11][C:8]([C:9]#[N:10])=[CH:7][CH:6]=1)([CH3:21])([CH3:20])[CH3:19]. (5) Given the reactants [C:1]([C:3]1[CH:4]=[C:5]([CH:25]=[CH:26][C:27]=1[O:28][C:29]1[CH:34]=[CH:33][C:32]([C:35]#[N:36])=[C:31]([F:37])[CH:30]=1)[CH2:6][O:7][C:8]1[CH:9]=[C:10]2[N:17](C(OC(C)(C)C)=O)[CH2:16][CH2:15][N:11]2[C:12](=[O:14])[N:13]=1)#[N:2], predict the reaction product. The product is: [C:1]([C:3]1[CH:4]=[C:5]([CH2:6][O:7][C:8]2[CH:9]=[C:10]3[NH:17][CH2:16][CH2:15][N:11]3[C:12](=[O:14])[N:13]=2)[CH:25]=[CH:26][C:27]=1[O:28][C:29]1[CH:34]=[CH:33][C:32]([C:35]#[N:36])=[C:31]([F:37])[CH:30]=1)#[N:2].